From a dataset of Full USPTO retrosynthesis dataset with 1.9M reactions from patents (1976-2016). Predict the reactants needed to synthesize the given product. (1) The reactants are: [F:1][C:2]([F:11])([F:10])[C:3]1[CH:8]=[CH:7][C:6]([OH:9])=[CH:5][CH:4]=1.C(=O)([O-])[O-].[K+].[K+].Br[CH2:19][C:20]([O:22][CH3:23])=[O:21]. Given the product [CH3:23][O:22][C:20](=[O:21])[CH2:19][O:9][C:6]1[CH:5]=[CH:4][C:3]([C:2]([F:10])([F:11])[F:1])=[CH:8][CH:7]=1, predict the reactants needed to synthesize it. (2) Given the product [ClH:1].[F:32][C:8]1([C:11]([NH:13][C:15]2[S:19][N:18]=[CH:17][CH:16]=2)=[O:12])[CH2:9][CH2:10][N:5]([CH2:4][C@H:3]([OH:2])[C:20]2[CH:29]=[CH:28][C:23]3[C:24](=[O:27])[O:25][CH2:26][C:22]=3[C:21]=2[CH3:30])[CH2:6][CH2:7]1, predict the reactants needed to synthesize it. The reactants are: [ClH:1].[OH:2][C@H:3]([C:20]1[CH:29]=[CH:28][C:23]2[C:24](=[O:27])[O:25][CH2:26][C:22]=2[C:21]=1[CH3:30])[CH2:4][N:5]1[CH2:10][CH2:9][CH:8]([C:11]([N:13]([C:15]2[S:19][N:18]=[CH:17][CH:16]=2)C)=[O:12])[CH2:7][CH2:6]1.Cl.[F:32]C1(C(NC2SN=CC=2)=O)CCNCC1.CC1C2COC(=O)C=2C=CC=1[C@@H]1CO1. (3) Given the product [Cl:1][C:2]1[C:3]([C:17]([NH:45][C@H:46]2[CH2:51][CH2:50][C@@H:49]([OH:52])[CH2:48][CH2:47]2)=[O:19])=[N:4][O:5][C:6]=1[C:7]1[CH:8]=[CH:9][C:10]([C:13]([F:14])([F:15])[F:16])=[CH:11][CH:12]=1, predict the reactants needed to synthesize it. The reactants are: [Cl:1][C:2]1[C:3]([C:17]([OH:19])=O)=[N:4][O:5][C:6]=1[C:7]1[CH:12]=[CH:11][C:10]([C:13]([F:16])([F:15])[F:14])=[CH:9][CH:8]=1.F[P-](F)(F)(F)(F)F.N1(OC(N(C)C)=[N+](C)C)C2N=CC=CC=2N=N1.Cl.[NH2:45][C@@H:46]1[CH2:51][CH2:50][C@H:49]([OH:52])[CH2:48][CH2:47]1.C(N(CC)CC)C. (4) Given the product [Br:1][C:2]1[N:3]=[C:4]([NH:24][CH:25]=[O:31])[S:5][C:6]=1[C:7]1[S:15][C:10]2[CH:11]=[N:12][CH:13]=[CH:14][C:9]=2[N:8]=1, predict the reactants needed to synthesize it. The reactants are: [Br:1][C:2]1[N:3]=[C:4]([NH:24][C:25](=[O:31])OC(C)(C)C)[S:5][C:6]=1[C:7](=O)[NH:8][C:9]1[CH:14]=[CH:13][N:12]=[CH:11][C:10]=1[S:15]C(=S)N(CC)CC.C(O)(C(F)(F)F)=O.C(Cl)Cl.C(N(CC)C(SC1C=NC=CC=1NC(C1SC(N)=NC=1Br)=O)=S)C.C(O)=O. (5) Given the product [O:36]=[S:2]1(=[O:1])[C:8]2[CH:9]=[C:10]([O:15][CH2:16][C:17]([OH:19])=[O:18])[C:11]([S:13][CH3:14])=[CH:12][C:7]=2[N:6]([C:22]2[CH:23]=[CH:24][CH:25]=[CH:26][CH:27]=2)[CH2:5][C:4]([CH2:32][CH2:33][CH2:34][CH3:35])([CH2:28][CH2:29][CH2:30][CH3:31])[NH:3]1, predict the reactants needed to synthesize it. The reactants are: [O:1]=[S:2]1(=[O:36])[C:8]2[CH:9]=[C:10]([O:15][CH2:16][C:17]([O:19]CC)=[O:18])[C:11]([S:13][CH3:14])=[CH:12][C:7]=2[N:6]([C:22]2[CH:27]=[CH:26][CH:25]=[CH:24][CH:23]=2)[CH2:5][C:4]([CH2:32][CH2:33][CH2:34][CH3:35])([CH2:28][CH2:29][CH2:30][CH3:31])[NH:3]1.[OH-].[Na+]. (6) Given the product [CH2:8]([O:10][C:11](=[O:27])[C:12]1[CH:17]=[C:16]([C:18]([F:19])([F:21])[F:20])[C:15]([CH:22]=[O:25])=[CH:14][C:13]=1[NH2:26])[CH3:9], predict the reactants needed to synthesize it. The reactants are: O.[Na].I([O-])(=O)(=O)=O.[CH2:8]([O:10][C:11](=[O:27])[C:12]1[CH:17]=[C:16]([C:18]([F:21])([F:20])[F:19])[C:15]([CH:22]([OH:25])CO)=[CH:14][C:13]=1[NH2:26])[CH3:9].